This data is from Full USPTO retrosynthesis dataset with 1.9M reactions from patents (1976-2016). The task is: Predict the reactants needed to synthesize the given product. (1) Given the product [NH2:16][C:13]1[CH:14]=[CH:15][C:10]2=[N:9][C:8]([C:5]3[CH:6]=[CH:7][C:2]([CH3:1])=[C:3]([NH:31][C:32](=[O:37])[C:33]([CH3:34])([CH3:35])[CH3:36])[CH:4]=3)=[CH:30][N:11]2[N:12]=1, predict the reactants needed to synthesize it. The reactants are: [CH3:1][C:2]1[CH:7]=[CH:6][C:5]([C:8]2[N:9]=[C:10]3[CH:15]=[CH:14][C:13]([NH:16]CC4C=C(OC)C(OC)=C(OC)C=4)=[N:12][N:11]3[CH:30]=2)=[CH:4][C:3]=1[NH:31][C:32](=[O:37])[C:33]([CH3:36])([CH3:35])[CH3:34].C(O)(C(F)(F)F)=O. (2) The reactants are: C([Sn](CCCC)(CCCC)[C:6]1[O:7][CH:8]=[CH:9][CH:10]=1)CCC.[CH3:19][CH:20]([CH3:26])[CH2:21][CH2:22][C:23](Cl)=[O:24]. Given the product [CH3:19][CH:20]([CH3:26])[CH2:21][CH2:22][C:23]([C:6]1[O:7][CH:8]=[CH:9][CH:10]=1)=[O:24], predict the reactants needed to synthesize it.